From a dataset of Forward reaction prediction with 1.9M reactions from USPTO patents (1976-2016). Predict the product of the given reaction. (1) Given the reactants [CH2:1]([O:3][CH2:4][CH2:5][O:6][C:7]1[CH:12]=[CH:11][C:10]([CH2:13][CH2:14][Ge:15]([CH3:32])([CH3:31])[C:16]2[S:20][C:19]([Si](C)(C)C)=[C:18]([CH2:25][CH2:26][CH2:27][CH2:28][CH2:29][CH3:30])[CH:17]=2)=[CH:9][CH:8]=1)[CH3:2].[F-], predict the reaction product. The product is: [CH2:1]([O:3][CH2:4][CH2:5][O:6][C:7]1[CH:8]=[CH:9][C:10]([CH2:13][CH2:14][Ge:15]([C:16]2[S:20][CH:19]=[C:18]([CH2:25][CH2:26][CH2:27][CH2:28][CH2:29][CH3:30])[CH:17]=2)([CH3:31])[CH3:32])=[CH:11][CH:12]=1)[CH3:2]. (2) Given the reactants [Br:1][C:2]1[C:3]([CH2:11][OH:12])=[CH:4][C:5]([F:10])=[C:6]([CH:9]=1)[CH:7]=[O:8].[BH4-].[Na+], predict the reaction product. The product is: [Br:1][C:2]1[CH:9]=[C:6]([CH2:7][OH:8])[C:5]([F:10])=[CH:4][C:3]=1[CH2:11][OH:12]. (3) Given the reactants Br[C:2]1[S:6][C:5]([N:7]([CH:15]([CH3:17])[CH3:16])[C:8](=[O:14])[O:9][C:10]([CH3:13])([CH3:12])[CH3:11])=[N:4][CH:3]=1.C([Li])CCC.C(O[B:27]1[O:31][C:30]([CH3:33])([CH3:32])[C:29]([CH3:35])([CH3:34])[O:28]1)(C)C, predict the reaction product. The product is: [C:10]([O:9][C:8](=[O:14])[N:7]([CH:15]([CH3:17])[CH3:16])[C:5]1[S:6][C:2]([B:27]2[O:31][C:30]([CH3:33])([CH3:32])[C:29]([CH3:35])([CH3:34])[O:28]2)=[CH:3][N:4]=1)([CH3:13])([CH3:12])[CH3:11]. (4) Given the reactants [C:1]1(=[O:6])[O:5][CH2:4][CH2:3][O:2]1.[C:7](=[O:14])([O:11][CH2:12][CH3:13])[O:8][CH2:9][CH3:10].[F:15][P-:16]([F:21])([F:20])([F:19])([F:18])[F:17].[Li+:22], predict the reaction product. The product is: [C:7](=[O:14])([O:11][CH2:12][CH3:13])[O:8][CH2:9][CH3:10].[C:1]1(=[O:6])[O:5][CH2:4][CH2:3][O:2]1.[F:15][P-:16]([F:21])([F:20])([F:19])([F:18])[F:17].[Li+:22]. (5) Given the reactants [NH2:1][C:2]1[C:11]2[C:6](=[CH:7][C:8]([CH2:12][N:13]3[CH2:18][CH2:17][N:16]([CH2:19][C:20]#[CH:21])[CH2:15][C:14]3=[O:22])=[CH:9][CH:10]=2)[N:5]=[CH:4][N:3]=1.Br[C:24]1[CH:29]=[CH:28][CH:27]=[CH:26][C:25]=1[C:30]1[CH:35]=[CH:34][CH:33]=[CH:32][CH:31]=1.CCN(CC)CC, predict the reaction product. The product is: [NH2:1][C:2]1[C:11]2[C:6](=[CH:7][C:8]([CH2:12][N:13]3[CH2:18][CH2:17][N:16]([CH2:19][C:20]#[C:21][C:35]4[CH:34]=[CH:33][CH:32]=[CH:31][C:30]=4[C:25]4[CH:24]=[CH:29][CH:28]=[CH:27][CH:26]=4)[CH2:15][C:14]3=[O:22])=[CH:9][CH:10]=2)[N:5]=[CH:4][N:3]=1. (6) Given the reactants [N+:1]([C:4]1[CH:5]=[C:6]([C:25]2[CH:30]=[CH:29][CH:28]=[CH:27][CH:26]=2)[CH:7]=[CH:8][C:9]=1[C:10]1[CH:15]=[CH:14][C:13]([C:16]2[CH:21]=[CH:20][CH:19]=[CH:18][CH:17]=2)=[CH:12][C:11]=1[N+:22]([O-])=O)([O-])=O.[BH4-].[Na+].Cl, predict the reaction product. The product is: [NH2:1][C:4]1[CH:5]=[C:6]([C:25]2[CH:26]=[CH:27][CH:28]=[CH:29][CH:30]=2)[CH:7]=[CH:8][C:9]=1[C:10]1[CH:15]=[CH:14][C:13]([C:16]2[CH:21]=[CH:20][CH:19]=[CH:18][CH:17]=2)=[CH:12][C:11]=1[NH2:22]. (7) Given the reactants Br[C:2]1[S:3][C:4]2[C:10](C3C=CC(Cl)=CC=3)=[C:9]([O:18][CH3:19])[C:8]([CH3:20])=[CH:7][C:5]=2[N:6]=1.[CH3:21][NH:22][CH3:23].C1COCC1, predict the reaction product. The product is: [CH3:19][O:18][C:9]1[C:8]([CH3:20])=[CH:7][C:5]2[N:6]=[C:2]([N:22]([CH3:23])[CH3:21])[S:3][C:4]=2[CH:10]=1. (8) The product is: [Br:15][CH:9]([C:6]1[CH:7]=[CH:8][C:3]([C:2]([F:13])([F:12])[F:1])=[CH:4][CH:5]=1)[CH3:10]. Given the reactants [F:1][C:2]([F:13])([F:12])[C:3]1[CH:8]=[CH:7][C:6]([CH:9](O)[CH3:10])=[CH:5][CH:4]=1.P(Br)(Br)[Br:15], predict the reaction product.